From a dataset of Forward reaction prediction with 1.9M reactions from USPTO patents (1976-2016). Predict the product of the given reaction. (1) Given the reactants [N:1]([CH:4]([CH2:8][C:9]1[CH:14]=[CH:13][CH:12]=[CH:11][CH:10]=1)[C:5]([OH:7])=O)=[N+:2]=[N-:3].C1C=CC2N(O)N=NC=2C=1.CC(C)N=C=NC(C)C.[CH2:34]([NH2:41])[C:35]1[CH:40]=[CH:39][CH:38]=[CH:37][CH:36]=1, predict the reaction product. The product is: [N:1]([CH:4]([CH2:8][C:9]1[CH:14]=[CH:13][CH:12]=[CH:11][CH:10]=1)[C:5]([NH:41][CH2:34][C:35]1[CH:40]=[CH:39][CH:38]=[CH:37][CH:36]=1)=[O:7])=[N+:2]=[N-:3]. (2) Given the reactants C[C:2]1[CH:3]=[C:4]([NH:9][C:10](=[O:17])[C:11]2[CH:16]=[CH:15][CH:14]=[CH:13][CH:12]=2)[CH:5]=[C:6]([CH3:8])[CH:7]=1.[CH3:18][O:19]C(Cl)Cl.O.[CH2:24](Cl)Cl, predict the reaction product. The product is: [C:10]([NH:9][C:4]1[CH:3]=[CH:2][C:7]([CH:18]=[O:19])=[C:6]([CH3:8])[C:5]=1[CH3:24])(=[O:17])[C:11]1[CH:12]=[CH:13][CH:14]=[CH:15][CH:16]=1. (3) Given the reactants [NH2:1][C:2]1[S:3][C@:4]2([C:21]([NH:23][CH3:24])=[O:22])[C@H:6]([C@:7]([C:10]3[CH:15]=[C:14]([N+:16]([O-])=O)[CH:13]=[C:12]([F:19])[C:11]=3[F:20])([CH3:9])[N:8]=1)[CH2:5]2, predict the reaction product. The product is: [NH2:1][C:2]1[S:3][C@:4]2([C:21]([NH:23][CH3:24])=[O:22])[C@H:6]([C@:7]([C:10]3[CH:15]=[C:14]([NH2:16])[CH:13]=[C:12]([F:19])[C:11]=3[F:20])([CH3:9])[N:8]=1)[CH2:5]2. (4) Given the reactants Cl[C:2]1[CH:9]=[CH:8][C:5]([C:6]#[N:7])=[CH:4][N:3]=1.[NH2:10][NH2:11], predict the reaction product. The product is: [NH:10]([C:2]1[CH:9]=[CH:8][C:5]([C:6]#[N:7])=[CH:4][N:3]=1)[NH2:11]. (5) Given the reactants [Cl:1][C:2]1[C:3]([C:8]([O:10]CC)=[O:9])=[C:4]([CH3:7])[S:5][CH:6]=1.[OH-].[Na+], predict the reaction product. The product is: [Cl:1][C:2]1[C:3]([C:8]([OH:10])=[O:9])=[C:4]([CH3:7])[S:5][CH:6]=1.